This data is from Full USPTO retrosynthesis dataset with 1.9M reactions from patents (1976-2016). The task is: Predict the reactants needed to synthesize the given product. (1) Given the product [CH3:1][C:2]1[O:6][C:5]([C:7]2[CH:12]=[CH:11][N:10]=[C:9]([NH2:13])[CH:8]=2)=[N:4][N:3]=1, predict the reactants needed to synthesize it. The reactants are: [CH3:1][C:2]1[O:6][C:5]([C:7]2[CH:12]=[CH:11][N:10]=[C:9]([NH:13]C(=O)OC(C)(C)C)[CH:8]=2)=[N:4][N:3]=1. (2) Given the product [F:21][C:18]1[CH:17]=[CH:16][C:15]([C:8]2([C:5]3[CH:4]=[CH:3][C:2]([F:1])=[CH:7][CH:6]=3)[CH2:13][CH2:12][CH2:11][N:10]([CH2:29][C:30]([O:32][CH2:33][CH3:34])=[O:31])[C:9]2=[O:14])=[CH:20][CH:19]=1, predict the reactants needed to synthesize it. The reactants are: [F:1][C:2]1[CH:7]=[CH:6][C:5]([C:8]2([C:15]3[CH:20]=[CH:19][C:18]([F:21])=[CH:17][CH:16]=3)[CH2:13][CH2:12][CH2:11][NH:10][C:9]2=[O:14])=[CH:4][CH:3]=1.CC(C)([O-])C.[K+].Br[CH2:29][C:30]([O:32][CH2:33][CH3:34])=[O:31]. (3) The reactants are: [Br:1][C:2]1[CH:7]=[CH:6][C:5](I)([O:8][CH3:9])[CH2:4][CH:3]=1.[C:11]([O:15][CH2:16][CH3:17])(=[O:14])[CH:12]=[CH2:13].C(N(CC)CC)C. Given the product [CH2:16]([O:15][C:11](=[O:14])[CH:12]=[CH:13][C:6]1[CH:7]=[C:2]([Br:1])[CH:3]=[CH:4][C:5]=1[O:8][CH3:9])[CH3:17], predict the reactants needed to synthesize it. (4) Given the product [CH3:10][C:11]1([CH3:28])[O:15][C@@H:14]([C@@H:16]2[C@@H:20]3[O:21][C:22]([CH3:25])([CH3:24])[O:23][C@:19]3([CH3:26])[CH:18]([OH:27])[O:17]2)[CH2:13][O:12]1, predict the reactants needed to synthesize it. The reactants are: CC(C[AlH]CC(C)C)C.[CH3:10][C:11]1([CH3:28])[O:15][C@@H:14]([C@@H:16]2[C@@H:20]3[O:21][C:22]([CH3:25])([CH3:24])[O:23][C@:19]3([CH3:26])[C:18](=[O:27])[O:17]2)[CH2:13][O:12]1. (5) Given the product [Br:1][C:2]1[C:11]([O:12][CH2:30][C:31]#[N:32])=[CH:10][CH:9]=[C:8]2[C:3]=1[CH:4]=[CH:5][C:6]([NH:13][C:14]([C:16]1[C:20]3[CH:21]=[CH:22][CH:23]=[CH:24][C:19]=3[O:18][C:17]=1[CH2:25][CH2:26][CH2:27][CH3:28])=[O:15])=[CH:7]2, predict the reactants needed to synthesize it. The reactants are: [Br:1][C:2]1[C:11]([OH:12])=[CH:10][CH:9]=[C:8]2[C:3]=1[CH:4]=[CH:5][C:6]([NH:13][C:14]([C:16]1[C:20]3[CH:21]=[CH:22][CH:23]=[CH:24][C:19]=3[O:18][C:17]=1[CH2:25][CH2:26][CH2:27][CH3:28])=[O:15])=[CH:7]2.Br[CH2:30][C:31]#[N:32].C(=O)([O-])[O-].[K+].[K+]. (6) Given the product [C:4]([CH2:5][C@H:6]([NH:15][C:16]([C:17]1[CH:22]=[CH:21][C:20]([CH3:23])=[C:19]([C:35]2[C:34]([C:32]([OH:33])=[O:31])=[CH:39][CH:38]=[CH:37][CH:36]=2)[CH:18]=1)=[O:25])[CH2:7][C:8]1[CH:13]=[CH:12][CH:11]=[CH:10][C:9]=1[Cl:14])([OH:3])=[O:26], predict the reactants needed to synthesize it. The reactants are: C([O:3][C:4](=[O:26])[CH2:5][C@H:6]([NH:15][C:16](=[O:25])[C:17]1[CH:22]=[CH:21][C:20]([CH3:23])=[C:19](Br)[CH:18]=1)[CH2:7][C:8]1[CH:13]=[CH:12][CH:11]=[CH:10][C:9]=1[Cl:14])C.C([O:31][C:32]([C:34]1[CH:39]=[CH:38][CH:37]=[CH:36][C:35]=1B1OC(C)(C)C(C)(C)O1)=[O:33])(C)(C)C.C([O-])([O-])=O.[K+].[K+].[OH-].[Na+]. (7) Given the product [NH2:34][C:32]1[N:33]=[C:1]([CH3:2])[C:4]2[C:5](=[O:24])[CH2:6][CH:7]([C:11]3[S:12][CH:13]=[CH:14][C:15]=3[C:16]3[CH:21]=[CH:20][CH:19]=[C:18]([O:22][CH3:23])[N:17]=3)[CH2:8][C:9]=2[N:31]=1, predict the reactants needed to synthesize it. The reactants are: [C:1]([C:4]1[C:5](=[O:24])[CH2:6][CH:7]([C:11]2[S:12][CH:13]=[CH:14][C:15]=2[C:16]2[CH:21]=[CH:20][CH:19]=[C:18]([O:22][CH3:23])[N:17]=2)[CH2:8][C:9]=1O)(=O)[CH3:2].N1CCCC1.Cl.[NH2:31][C:32]([NH2:34])=[NH:33].